Task: Regression. Given a peptide amino acid sequence and an MHC pseudo amino acid sequence, predict their binding affinity value. This is MHC class I binding data.. Dataset: Peptide-MHC class I binding affinity with 185,985 pairs from IEDB/IMGT (1) The peptide sequence is YVADALAAF. The MHC is Mamu-A01 with pseudo-sequence Mamu-A01. The binding affinity (normalized) is 0.650. (2) The peptide sequence is RAENRTYIY. The MHC is Mamu-A2201 with pseudo-sequence Mamu-A2201. The binding affinity (normalized) is 0.535. (3) The peptide sequence is MVTLRKERL. The MHC is HLA-A24:02 with pseudo-sequence HLA-A24:02. The binding affinity (normalized) is 0.226. (4) The peptide sequence is MPREDAHFI. The MHC is HLA-B53:01 with pseudo-sequence HLA-B53:01. The binding affinity (normalized) is 0.826. (5) The peptide sequence is QTDDGVRFT. The MHC is HLA-A11:01 with pseudo-sequence HLA-A11:01. The binding affinity (normalized) is 0.0847. (6) The peptide sequence is SPLPITLKY. The MHC is HLA-B35:01 with pseudo-sequence HLA-B35:01. The binding affinity (normalized) is 0.936. (7) The peptide sequence is KRKGGIGGY. The MHC is HLA-B27:05 with pseudo-sequence HLA-B27:05. The binding affinity (normalized) is 0.443. (8) The peptide sequence is RYPLTFGW. The MHC is HLA-A30:02 with pseudo-sequence HLA-A30:02. The binding affinity (normalized) is 0.